This data is from Full USPTO retrosynthesis dataset with 1.9M reactions from patents (1976-2016). The task is: Predict the reactants needed to synthesize the given product. (1) Given the product [S:20]1[CH:21]=[CH:22][N:23]=[C:19]1[C:2]1[CH:9]=[CH:8][C:5]([C:6]#[N:7])=[C:4]([C:10]([F:13])([F:12])[F:11])[CH:3]=1, predict the reactants needed to synthesize it. The reactants are: Br[C:2]1[CH:9]=[CH:8][C:5]([C:6]#[N:7])=[C:4]([C:10]([F:13])([F:12])[F:11])[CH:3]=1.C([Sn](CCCC)(CCCC)[C:19]1[S:20][CH:21]=[CH:22][N:23]=1)CCC. (2) Given the product [Cl:1][C:2]1[CH:7]=[CH:6][CH:5]=[CH:4][C:3]=1[C:8]1[N:17]=[C:16]([N:18]2[CH2:23][CH2:22][N:21]([S:34]([CH:31]([CH3:33])[CH3:32])(=[O:36])=[O:35])[CH2:20][CH2:19]2)[C:15]2[C:10](=[CH:11][CH:12]=[CH:13][CH:14]=2)[N:9]=1, predict the reactants needed to synthesize it. The reactants are: [Cl:1][C:2]1[CH:7]=[CH:6][CH:5]=[CH:4][C:3]=1[C:8]1[N:17]=[C:16]([N:18]2[CH2:23][CH2:22][NH:21][CH2:20][CH2:19]2)[C:15]2[C:10](=[CH:11][CH:12]=[CH:13][CH:14]=2)[N:9]=1.C(N(CC)CC)C.[CH:31]([S:34](Cl)(=[O:36])=[O:35])([CH3:33])[CH3:32]. (3) Given the product [CH:9]([N:8]1[C:38](=[O:37])[NH:1][C:2]2[C:7]1=[N:6][C:5]([C:12]1[CH:17]=[CH:16][CH:15]=[C:14]([OH:18])[CH:13]=1)=[N:4][C:3]=2[C:19]([NH2:22])=[O:21])([CH3:10])[CH3:11], predict the reactants needed to synthesize it. The reactants are: [NH2:1][C:2]1[C:3]([C:19]([O-:21])=O)=[N:4][C:5]([C:12]2[CH:17]=[CH:16][CH:15]=[C:14]([OH:18])[CH:13]=2)=[N:6][C:7]=1[NH:8][CH:9]([CH3:11])[CH3:10].[NH2:22]C1C(C([O-])=O)=NC(Cl)=NC=1NC(C)C.[OH:37][C:38]1C=C(B(O)O)C=CC=1.P([O-])([O-])([O-])=O.[K+].[K+].[K+].C1(P(C2CCCCC2)C2C=CC=CC=2C2C(OC)=CC=CC=2OC)CCCCC1.